This data is from Forward reaction prediction with 1.9M reactions from USPTO patents (1976-2016). The task is: Predict the product of the given reaction. (1) Given the reactants [CH:1]1([NH:5][C:6]2[C:11]([N+:12]([O-:14])=[O:13])=[CH:10][CH:9]=[C:8]([C:15]#[C:16][Si](C)(C)C)[N:7]=2)[CH2:4][CH2:3][CH2:2]1.C(=O)([O-])[O-].[K+].[K+], predict the reaction product. The product is: [CH:1]1([NH:5][C:6]2[C:11]([N+:12]([O-:14])=[O:13])=[CH:10][CH:9]=[C:8]([C:15]#[CH:16])[N:7]=2)[CH2:2][CH2:3][CH2:4]1. (2) Given the reactants [CH3:1][N:2]1[C:14]2[CH2:13][CH2:12][CH:11]([CH:15]3[CH2:20][CH2:19][O:18][CH2:17][CH2:16]3)[CH2:10][C:9]=2[C:8]2[C:3]1=[CH:4][CH:5]=[C:6]([C:21]([OH:23])=O)[CH:7]=2.CN(C(ON1N=NC2C=CC=NC1=2)=[N+](C)C)C.F[P-](F)(F)(F)(F)F.Cl.[CH:49]1([NH:52][C:53](=[O:58])[CH2:54][NH:55][CH2:56][CH3:57])[CH2:51][CH2:50]1.C(N(CC)C(C)C)(C)C, predict the reaction product. The product is: [CH:49]1([NH:52][C:53](=[O:58])[CH2:54][N:55]([CH2:56][CH3:57])[C:21]([C:6]2[CH:7]=[C:8]3[C:3](=[CH:4][CH:5]=2)[N:2]([CH3:1])[C:14]2[CH2:13][CH2:12][CH:11]([CH:15]4[CH2:16][CH2:17][O:18][CH2:19][CH2:20]4)[CH2:10][C:9]3=2)=[O:23])[CH2:51][CH2:50]1. (3) Given the reactants [NH2:1][C:2]1[C:7]([CH2:8]O)=[CH:6][C:5]([Br:10])=[CH:4][N:3]=1.[BrH:11], predict the reaction product. The product is: [BrH:10].[NH2:1][C:2]1[C:7]([CH2:8][Br:11])=[CH:6][C:5]([Br:10])=[CH:4][N:3]=1. (4) Given the reactants [CH:1]1([C:7](Cl)=[O:8])[CH2:6][CH2:5][CH2:4][CH2:3][CH2:2]1.N1C=CC=CC=1.C([O:23][C:24](=[O:42])[C@H:25]([CH2:27][C:28]1[CH:33]=[CH:32][C:31]([O:34]CC2C=CC=CC=2)=[CH:30][CH:29]=1)[NH2:26])C1C=CC=CC=1, predict the reaction product. The product is: [CH:1]1([C:7]([NH:26][C@H:25]([C:24]([OH:42])=[O:23])[CH2:27][C:28]2[CH:29]=[CH:30][C:31]([OH:34])=[CH:32][CH:33]=2)=[O:8])[CH2:6][CH2:5][CH2:4][CH2:3][CH2:2]1.